This data is from Full USPTO retrosynthesis dataset with 1.9M reactions from patents (1976-2016). The task is: Predict the reactants needed to synthesize the given product. (1) The reactants are: Cl[C:2]1[CH:3]=[CH:4][C:5]2[N:6]=[CH:7][N:8]=[C:9]([NH:12][C:13]3[C:14]([CH3:19])=[N:15][O:16][C:17]=3[CH3:18])[C:10]=2[N:11]=1.[Cl:20][C:21]1[C:26]([NH:27][S:28]([C:31]2[CH:36]=[CH:35][C:34]([F:37])=[CH:33][C:32]=2[F:38])(=[O:30])=[O:29])=[CH:25][C:24](B2OC(C)(C)C(C)(C)O2)=[CH:23][N:22]=1.C(=O)(O)[O-].[Na+]. Given the product [Cl:20][C:21]1[C:26]([NH:27][S:28]([C:31]2[CH:36]=[CH:35][C:34]([F:37])=[CH:33][C:32]=2[F:38])(=[O:30])=[O:29])=[CH:25][C:24]([C:2]2[CH:3]=[CH:4][C:5]3[N:6]=[CH:7][N:8]=[C:9]([NH:12][C:13]4[C:14]([CH3:19])=[N:15][O:16][C:17]=4[CH3:18])[C:10]=3[N:11]=2)=[CH:23][N:22]=1, predict the reactants needed to synthesize it. (2) Given the product [CH3:17][C:12]1([CH3:18])[CH2:13][CH2:14][CH2:15][C@@H:16]2[C@H:11]1[CH2:10][C:9](=[O:19])[NH:8]2, predict the reactants needed to synthesize it. The reactants are: C([N:8]1[C@H:16]2[C@H:11]([C:12]([CH3:18])([CH3:17])[CH2:13][CH2:14][CH2:15]2)[CH2:10][C:9]1=[O:19])C1C=CC=CC=1.N.[Li]. (3) Given the product [ClH:27].[CH:1]([N:14]1[CH2:15][CH:16]([NH:18][NH2:19])[CH2:17]1)([C:8]1[CH:13]=[CH:12][CH:11]=[CH:10][CH:9]=1)[C:2]1[CH:7]=[CH:6][CH:5]=[CH:4][CH:3]=1, predict the reactants needed to synthesize it. The reactants are: [CH:1]([N:14]1[CH2:17][CH:16]([NH:18][NH:19]C(OC(C)(C)C)=O)[CH2:15]1)([C:8]1[CH:13]=[CH:12][CH:11]=[CH:10][CH:9]=1)[C:2]1[CH:7]=[CH:6][CH:5]=[CH:4][CH:3]=1.[ClH:27]. (4) Given the product [CH2:1]([O:3][C:4](=[O:13])[CH2:5][C:6]1[CH:11]=[CH:10][CH:9]=[C:8]([C:23]2[CH:24]=[CH:25][C:26]([C:28]([F:31])([F:29])[F:30])=[CH:27][C:22]=2[CH2:21][N:20]([C:19]([O:18][C:14]([CH3:15])([CH3:17])[CH3:16])=[O:43])[CH2:41][CH3:42])[N:7]=1)[CH3:2], predict the reactants needed to synthesize it. The reactants are: [CH2:1]([O:3][C:4](=[O:13])[CH2:5][C:6]1[CH:11]=[CH:10][CH:9]=[C:8](Br)[N:7]=1)[CH3:2].[C:14]([O:18][C:19](=[O:43])[N:20]([CH2:41][CH3:42])[CH2:21][C:22]1[CH:27]=[C:26]([C:28]([F:31])([F:30])[F:29])[CH:25]=[CH:24][C:23]=1B1OC(C)(C)C(C)(C)O1)([CH3:17])([CH3:16])[CH3:15]. (5) Given the product [CH3:12][O:11][C:4]1[CH:3]=[C:2]([N:26]2[CH2:31][CH2:30][C:29](=[O:32])[CH2:28][CH2:27]2)[CH:7]=[CH:6][C:5]=1[N+:8]([O-:10])=[O:9], predict the reactants needed to synthesize it. The reactants are: F[C:2]1[CH:7]=[CH:6][C:5]([N+:8]([O-:10])=[O:9])=[C:4]([O:11][CH3:12])[CH:3]=1.C(=O)([O-])[O-].[K+].[K+].CN(C)C=O.Cl.O.[NH:26]1[CH2:31][CH2:30][C:29](=[O:32])[CH2:28][CH2:27]1. (6) Given the product [OH:1][C:2]1[CH:3]=[C:4]([C:9]([C@@H:11]2[C@:20]3([CH3:21])[C@H:15]([C:16]([CH3:22])([CH3:23])[CH2:17][CH2:18][CH2:19]3)[CH2:14][C@@H:13]([NH:24][C:25]([CH:27]3[CH2:32][CH2:31][NH:30][CH2:29][CH2:28]3)=[O:26])[C@H:12]2[CH3:40])=[O:10])[CH:5]=[C:6]([OH:8])[CH:7]=1, predict the reactants needed to synthesize it. The reactants are: [OH:1][C:2]1[CH:3]=[C:4]([C:9]([C@@H:11]2[C@:20]3([CH3:21])[C@H:15]([C:16]([CH3:23])([CH3:22])[CH2:17][CH2:18][CH2:19]3)[CH2:14][C@@H:13]([NH:24][C:25]([CH:27]3[CH2:32][CH2:31][N:30](C(OC(C)(C)C)=O)[CH2:29][CH2:28]3)=[O:26])[C@H:12]2[CH3:40])=[O:10])[CH:5]=[C:6]([OH:8])[CH:7]=1. (7) Given the product [F:23][C:11]1[CH:10]=[C:9]([OH:8])[C:21]([F:22])=[CH:20][C:12]=1[C:13]([O:15][C:16]([CH3:19])([CH3:18])[CH3:17])=[O:14], predict the reactants needed to synthesize it. The reactants are: C([O:8][C:9]1[C:21]([F:22])=[CH:20][C:12]([C:13]([O:15][C:16]([CH3:19])([CH3:18])[CH3:17])=[O:14])=[C:11]([F:23])[CH:10]=1)C1C=CC=CC=1. (8) Given the product [O:1]=[C:2]1[NH:6][CH2:5][CH2:4][N:3]1[CH2:7][CH2:8][O:9][C:10]1[CH:18]=[CH:17][CH:16]=[CH:15][C:11]=1[C:12]#[N+:13][O-:14], predict the reactants needed to synthesize it. The reactants are: [O:1]=[C:2]1[NH:6][CH2:5][CH2:4][N:3]1[CH2:7][CH2:8][O:9][C:10]1[CH:18]=[CH:17][CH:16]=[CH:15][C:11]=1[CH:12]=[N:13][OH:14].[O-]Cl.[Na+]. (9) The reactants are: Br[C:2]1[CH:7]=[CH:6][CH:5]=[C:4]([N+:8]([O-:10])=[O:9])[CH:3]=1.[CH2:11]([NH:14][C:15](=[O:21])[O:16][C:17]([CH3:20])([CH3:19])[CH3:18])[C:12]#[CH:13].C(NC(C)C)(C)C.P(C(C)(C)C)(C(C)(C)C)C(C)(C)C.O1CCOCC1. Given the product [N+:8]([C:4]1[CH:3]=[C:2]([C:13]#[C:12][CH2:11][NH:14][C:15](=[O:21])[O:16][C:17]([CH3:19])([CH3:18])[CH3:20])[CH:7]=[CH:6][CH:5]=1)([O-:10])=[O:9], predict the reactants needed to synthesize it. (10) Given the product [CH:10]12[CH2:18][CH:13]([CH2:12][CH2:11]1)[CH:14]([C:15]([O:17][CH2:21][CH3:22])=[O:16])[NH:9]2, predict the reactants needed to synthesize it. The reactants are: COC1C=CC(C([N:9]2[CH:14]([C:15]([OH:17])=[O:16])[CH:13]3[CH2:18][CH:10]2[CH2:11][CH2:12]3)=O)=CC=1.[C:21](Cl)(=O)[C:22](Cl)=O.CN(C)C=O.Cl.NO.C(N(CC)CC)C.Cl.